From a dataset of Reaction yield outcomes from USPTO patents with 853,638 reactions. Predict the reaction yield, written as a fraction of the theoretical maximum amount of product (1.0 means a 100% yield; for example, 0.34 means a 34% yield). (1) The reactants are [CH3:1][N:2]1[CH2:7][CH2:6][N:5]([CH2:8][CH2:9][CH2:10][O:11][C:12]2[CH:21]=[C:20]3[C:15]([C:16](=O)[NH:17][CH:18]=[N:19]3)=[CH:14][C:13]=2[O:23][CH3:24])[CH2:4][CH2:3]1.CN(C=O)C.S(Cl)([Cl:32])=O. No catalyst specified. The product is [Cl:32][C:16]1[C:15]2[C:20](=[CH:21][C:12]([O:11][CH2:10][CH2:9][CH2:8][N:5]3[CH2:6][CH2:7][N:2]([CH3:1])[CH2:3][CH2:4]3)=[C:13]([O:23][CH3:24])[CH:14]=2)[N:19]=[CH:18][N:17]=1. The yield is 0.680. (2) The reactants are [Cl:1][C:2]1[CH2:6][CH2:5][CH2:4][C:3]=1[CH:7]=[O:8].[CH3:9][Mg]Br.C(O)(C)C. The catalyst is O1CCCC1. The product is [Cl:1][C:2]1[CH2:6][CH2:5][CH2:4][C:3]=1[CH:7]([OH:8])[CH3:9]. The yield is 0.416. (3) The reactants are [Br:1][C:2]1[CH:10]=[CH:9][C:5]([C:6]([OH:8])=O)=[CH:4][N:3]=1.[CH2:11]([NH2:22])[C:12]1[CH:21]=[CH:20][C:17]([O:18][CH3:19])=[C:14]([O:15][CH3:16])[CH:13]=1.ON1C2C=CC=CC=2N=N1. The catalyst is ClCCl. The product is [Br:1][C:2]1[CH:10]=[CH:9][C:5]([C:6]([NH:22][CH2:11][C:12]2[CH:21]=[CH:20][C:17]([O:18][CH3:19])=[C:14]([O:15][CH3:16])[CH:13]=2)=[O:8])=[CH:4][N:3]=1. The yield is 0.850. (4) The reactants are [CH:1]([C:4]1[CH:9]=[CH:8][C:7]([C:10]2([CH3:22])[C:14]3[CH:15]=[C:16]([NH2:21])[C:17]([CH3:20])=[C:18]([CH3:19])[C:13]=3[O:12][CH2:11]2)=[CH:6][CH:5]=1)([CH3:3])[CH3:2]. The catalyst is C(OCC)(=O)C.CCCCCC. The product is [CH:1]([C:4]1[CH:9]=[CH:8][C:7]([C:10]2([CH3:22])[C:14]3[CH:15]=[C:16]([NH:21][C:13](=[O:12])[CH2:14][C:10]([CH3:22])([CH3:11])[CH3:7])[C:17]([CH3:20])=[C:18]([CH3:19])[C:13]=3[O:12][CH2:11]2)=[CH:6][CH:5]=1)([CH3:3])[CH3:2]. The yield is 0.590. (5) The reactants are [Br:1][C:2]1[CH:3]=[C:4]2[C:10]3([CH2:14][CH2:13][N:12](C(OC(C)(C)C)=O)[CH2:11]3)[CH2:9][N:8]([C:22](=[O:30])[NH:23][C:24]3[S:25][C:26]([Cl:29])=[CH:27][N:28]=3)[C:5]2=[CH:6][CH:7]=1.FC(F)(F)C(O)=O.C(=O)([O-])O.[Na+]. The catalyst is C(Cl)Cl. The product is [Br:1][C:2]1[CH:3]=[C:4]2[C:10]3([CH2:14][CH2:13][NH:12][CH2:11]3)[CH2:9][N:8]([C:22]([NH:23][C:24]3[S:25][C:26]([Cl:29])=[CH:27][N:28]=3)=[O:30])[C:5]2=[CH:6][CH:7]=1. The yield is 1.00. (6) The reactants are C([O:8][C:9]1[CH:10]=[C:11]2[C:15](=[CH:16][CH:17]=1)/[C:14](=[CH:18]/[C:19]([O:21][CH2:22][CH3:23])=[O:20])/[CH2:13][CH2:12]2)C1C=CC=CC=1. The catalyst is C(O)C.[Pd]. The product is [CH2:22]([O:21][C:19](=[O:20])[CH2:18][CH:14]1[C:15]2[C:11](=[CH:10][C:9]([OH:8])=[CH:17][CH:16]=2)[CH2:12][CH2:13]1)[CH3:23]. The yield is 0.970. (7) The reactants are [Br:1][C:2]1[CH:3]=[N:4][N:5]2[CH:10]=[CH:9][C:8]([NH:11][C@@H:12]([CH:25]([CH3:27])[CH3:26])[CH2:13][N:14]3C(=O)C4C(=CC=CC=4)C3=O)=[N:7][C:6]=12.CNN. The catalyst is CO. The product is [Br:1][C:2]1[CH:3]=[N:4][N:5]2[CH:10]=[CH:9][C:8]([NH:11][C@@H:12]([CH:25]([CH3:27])[CH3:26])[CH2:13][NH2:14])=[N:7][C:6]=12. The yield is 0.830.